Dataset: Catalyst prediction with 721,799 reactions and 888 catalyst types from USPTO. Task: Predict which catalyst facilitates the given reaction. (1) Reactant: [NH:1]([C:3]([O:5][C:6]([CH3:9])([CH3:8])[CH3:7])=[O:4])[NH2:2].C(N(CC)CC)C.[Br:17][C:18]1[CH:23]=[CH:22][C:21]([C:24]2[N:28]([C:29]3[CH:34]=[CH:33][C:32]([Cl:35])=[CH:31][C:30]=3[Cl:36])[N:27]=[C:26]([C:37](Cl)=[O:38])[C:25]=2[CH2:40][CH3:41])=[CH:20][CH:19]=1. Product: [Br:17][C:18]1[CH:19]=[CH:20][C:21]([C:24]2[N:28]([C:29]3[CH:34]=[CH:33][C:32]([Cl:35])=[CH:31][C:30]=3[Cl:36])[N:27]=[C:26]([C:37]([NH:2][NH:1][C:3]([O:5][C:6]([CH3:9])([CH3:8])[CH3:7])=[O:4])=[O:38])[C:25]=2[CH2:40][CH3:41])=[CH:22][CH:23]=1. The catalyst class is: 2. (2) Reactant: [H-].[H-].[H-].[H-].[Li+].[Al+3].[CH2:7]1[CH2:12][CH2:11][C:10]2([CH2:19][C:17](=O)[NH:16][C:14](=O)[CH2:13]2)[CH2:9][CH2:8]1. Product: [CH2:13]1[C:10]2([CH2:11][CH2:12][CH2:7][CH2:8][CH2:9]2)[CH2:19][CH2:17][NH:16][CH2:14]1. The catalyst class is: 1. (3) Reactant: [NH:1]1[CH:5]=[CH:4][CH:3]=[N:2]1.C(N(CC)CC)C.[CH2:13]([N:15]=[C:16]=[O:17])[CH3:14].Cl. Product: [CH2:13]([NH:15][C:16]([N:1]1[CH:5]=[CH:4][CH:3]=[N:2]1)=[O:17])[CH3:14]. The catalyst class is: 56.